From a dataset of Peptide-MHC class II binding affinity with 134,281 pairs from IEDB. Regression. Given a peptide amino acid sequence and an MHC pseudo amino acid sequence, predict their binding affinity value. This is MHC class II binding data. (1) The peptide sequence is EVAKLDVVKLLYNEQ. The MHC is DRB5_0101 with pseudo-sequence DRB5_0101. The binding affinity (normalized) is 0.146. (2) The peptide sequence is SEDLGKTFSVGTGNC. The MHC is DRB1_1101 with pseudo-sequence DRB1_1101. The binding affinity (normalized) is 0.281. (3) The peptide sequence is KAIKESTGGAYDTYK. The MHC is DRB1_0802 with pseudo-sequence DRB1_0802. The binding affinity (normalized) is 0.327. (4) The peptide sequence is PEKPDSVTPMILKAQK. The MHC is DRB1_0701 with pseudo-sequence DRB1_0701. The binding affinity (normalized) is 0.280. (5) The peptide sequence is LLKILVLSILSSPTK. The MHC is DRB1_1501 with pseudo-sequence DRB1_1501. The binding affinity (normalized) is 0.768. (6) The peptide sequence is ISTNIRQAGVQYSR. The MHC is DRB4_0101 with pseudo-sequence DRB4_0103. The binding affinity (normalized) is 0.808. (7) The binding affinity (normalized) is 0.275. The MHC is HLA-DQA10501-DQB10301 with pseudo-sequence HLA-DQA10501-DQB10301. The peptide sequence is FTDASTVASAQIH. (8) The peptide sequence is MFFVKNPTDTGHGTV. The MHC is HLA-DQA10201-DQB10303 with pseudo-sequence HLA-DQA10201-DQB10303. The binding affinity (normalized) is 0.280. (9) The peptide sequence is EKKYFAATQFEPLGA. The MHC is DRB1_1001 with pseudo-sequence DRB1_1001. The binding affinity (normalized) is 0.641. (10) The peptide sequence is WITQCFLPVFLAQPP. The MHC is HLA-DQA10301-DQB10302 with pseudo-sequence HLA-DQA10301-DQB10302. The binding affinity (normalized) is 0.248.